From a dataset of Forward reaction prediction with 1.9M reactions from USPTO patents (1976-2016). Predict the product of the given reaction. (1) Given the reactants [H-].[Na+].[C:3]1([CH:9]2[CH2:13][CH2:12][CH2:11][C:10]2=[O:14])[CH:8]=[CH:7][CH:6]=[CH:5][CH:4]=1.N[C@H:16](C(O)=O)CCSC, predict the reaction product. The product is: [CH3:16][C:9]1([C:3]2[CH:8]=[CH:7][CH:6]=[CH:5][CH:4]=2)[CH2:13][CH2:12][CH2:11][C:10]1=[O:14]. (2) Given the reactants Cl[C:2]1[N:7]=[C:6]([CH3:8])[C:5]([O:9][CH:10]([C@H:14]2[CH2:18][CH2:17][NH:16][CH2:15]2)[CH2:11][CH2:12][CH3:13])=[CH:4][CH:3]=1.[CH3:19][OH:20].[H-].[Na+], predict the reaction product. The product is: [CH3:19][O:20][C:2]1[N:7]=[C:6]([CH3:8])[C:5]([O:9][CH:10]([C@H:14]2[CH2:18][CH2:17][NH:16][CH2:15]2)[CH2:11][CH2:12][CH3:13])=[CH:4][CH:3]=1. (3) The product is: [Si:1]([O:8][C@H:9]([CH:30]=[O:38])[C@@H:10]([NH:22][C:23](=[O:29])[O:24][C:25]([CH3:27])([CH3:28])[CH3:26])[CH2:11][C:12]1[CH:20]=[C:19]([Cl:21])[C:15]2[O:16][CH2:17][O:18][C:14]=2[CH:13]=1)([C:4]([CH3:5])([CH3:6])[CH3:7])([CH3:3])[CH3:2]. Given the reactants [Si:1]([O:8][C@H:9]([C:30]1SC=CN=1)[C@@H:10]([NH:22][C:23](=[O:29])[O:24][C:25]([CH3:28])([CH3:27])[CH3:26])[CH2:11][C:12]1[CH:20]=[C:19]([Cl:21])[C:15]2[O:16][CH2:17][O:18][C:14]=2[CH:13]=1)([C:4]([CH3:7])([CH3:6])[CH3:5])([CH3:3])[CH3:2].FC(F)(F)S(OC)(=O)=[O:38].[BH4-].[Na+].O, predict the reaction product.